From a dataset of Reaction yield outcomes from USPTO patents with 853,638 reactions. Predict the reaction yield, written as a fraction of the theoretical maximum amount of product (1.0 means a 100% yield; for example, 0.34 means a 34% yield). (1) The reactants are Cl[CH2:2][CH2:3][O:4][CH2:5][CH2:6][OH:7].[NH:8]1[CH2:13][CH2:12][O:11][CH2:10][CH2:9]1.C(=O)([O-])[O-].[K+].[K+]. The catalyst is C(#N)C. The product is [O:11]1[CH2:12][CH2:13][N:8]([CH2:2][CH2:3][O:4][CH2:5][CH2:6][OH:7])[CH2:9][CH2:10]1. The yield is 0.340. (2) The reactants are C([O:3][C:4]([C:6]1[C:7]2[CH2:8][CH2:9][CH:10]([C:21]3[CH:26]=[CH:25][CH:24]=[CH:23][CH:22]=3)[O:11][C:12]=2[C:13]2[N:17]=[C:16]([CH3:18])[N:15]([CH3:19])[C:14]=2[CH:20]=1)=[O:5])C.[OH-].[Li+].Cl. The catalyst is O1CCOCC1.O. The product is [CH3:18][C:16]1[N:15]([CH3:19])[C:14]2[CH:20]=[C:6]([C:4]([OH:5])=[O:3])[C:7]3[CH2:8][CH2:9][CH:10]([C:21]4[CH:26]=[CH:25][CH:24]=[CH:23][CH:22]=4)[O:11][C:12]=3[C:13]=2[N:17]=1. The yield is 0.960. (3) The reactants are Cl.[CH3:2][N:3]([CH3:22])[CH2:4][CH2:5][N:6]1[CH2:11][C:10]2[CH:12]=[C:13](/[CH:16]=[CH:17]/[C:18]([OH:20])=O)[CH:14]=[N:15][C:9]=2[NH:8][C:7]1=[O:21].Cl.[CH3:24][N:25]1[CH2:31][C:30]2[CH:32]=[C:33](/[CH:36]=[CH:37]/[C:38](O)=O)C=N[C:29]=2[NH:28][C:27](=O)[CH2:26]1.CNCC1N(C)C2C(C=1)=CC=CC=2.CNCC1C=CC2C(=CC=CC=2)C=1CCC. No catalyst specified. The product is [CH3:22][N:3]([CH3:2])[CH2:4][CH2:5][N:6]1[CH2:11][C:10]2[CH:12]=[C:13](/[CH:16]=[CH:17]/[C:18]([N:28]([CH3:29])[CH2:27][C:26]3[N:25]([CH3:24])[C:31]4[C:37]([CH:38]=3)=[CH:36][CH:33]=[CH:32][CH:30]=4)=[O:20])[CH:14]=[N:15][C:9]=2[NH:8][C:7]1=[O:21]. The yield is 0.220. (4) The product is [F:1][C:2]1[CH:9]=[CH:8][C:5]([CH:6]2[C:13]([C:14]([O:16][CH3:17])=[O:15])=[CH:12][NH:23][C:21](=[O:22])[NH:20]2)=[CH:4][CH:3]=1. The catalyst is O.[Cu]Cl.C(OCC)(=O)C.C1COCC1. The reactants are [F:1][C:2]1[CH:9]=[CH:8][C:5]([CH:6]=O)=[CH:4][CH:3]=1.CO[CH:12](OC)[CH2:13][C:14]([O:16][CH3:17])=[O:15].[NH2:20][C:21]([NH2:23])=[O:22].C(O)(=O)C.B(F)(F)F.CCOCC.C([O-])(O)=O.[Na+]. The yield is 0.110. (5) The reactants are CN(C(ON1N=NC2C=CC=NC1=2)=[N+](C)C)C.F[P-](F)(F)(F)(F)F.[Cl:25][C:26]1[CH:27]=[CH:28][C:29]([N:39]2[CH:43]=[C:42]([C:44]([F:47])([F:46])[F:45])[N:41]=[N:40]2)=[C:30]([C:32]2[N:37]=[CH:36][N:35]=[C:34]([OH:38])[CH:33]=2)[CH:31]=1.C1CCN2C(=NCCC2)CC1.[Cl:59][C:60]1[CH:61]=[N:62][C:63]2[C:64]3[CH:65]=[CH:66][CH:67]=[C:68]([CH:88]=3)[C@@H:69](NC(=O)OC(C)(C)C)[CH2:70][CH:71]=[CH:72][C@@H:73]([CH3:79])[C:74](=[O:78])[NH:75][C:76]=2[CH:77]=1. The catalyst is CC#N.CN(C=O)C. The product is [Cl:59][C:60]1[CH:61]=[N:62][C:63]2[C:64]3[CH:65]=[CH:66][CH:67]=[C:68]([CH:88]=3)[C@@H:69]([N:35]3[C:34](=[O:38])[CH:33]=[C:32]([C:30]4[CH:31]=[C:26]([Cl:25])[CH:27]=[CH:28][C:29]=4[N:39]4[CH:43]=[C:42]([C:44]([F:45])([F:47])[F:46])[N:41]=[N:40]4)[N:37]=[CH:36]3)[CH2:70][CH2:71][CH2:72][C@@H:73]([CH3:79])[C:74](=[O:78])[NH:75][C:76]=2[CH:77]=1. The yield is 0.0420. (6) The reactants are [NH2:1][C:2]1[CH:6]=[CH:5][S:4][C:3]=1[C:7]([O:9][CH3:10])=[O:8].[OH-].[K+].ClC(OC(Cl)(Cl)Cl)=[O:15]. The catalyst is O. The product is [NH:1]1[C:2]2[CH:6]=[CH:5][S:4][C:3]=2[C:7](=[O:8])[O:9][C:10]1=[O:15]. The yield is 0.850. (7) The reactants are C[O:2][C:3]1[N:4]=[N:5][C:6]([S:9]([C:12]2[O:13][C:14]3[CH:21]=[CH:20][C:19]([F:22])=[CH:18][C:15]=3[C:16]=2[CH3:17])(=[O:11])=[O:10])=[CH:7][CH:8]=1.Cl. The catalyst is O1CCOCC1. The product is [F:22][C:19]1[CH:20]=[CH:21][C:14]2[O:13][C:12]([S:9]([C:6]3[CH:7]=[CH:8][C:3](=[O:2])[NH:4][N:5]=3)(=[O:11])=[O:10])=[C:16]([CH3:17])[C:15]=2[CH:18]=1. The yield is 0.840.